Dataset: Full USPTO retrosynthesis dataset with 1.9M reactions from patents (1976-2016). Task: Predict the reactants needed to synthesize the given product. (1) Given the product [Br:26][C:27]1[CH:28]=[C:29]([N:11]2[C:12]3[CH:13]=[CH:14][C:15]([C:20]4[CH:21]=[CH:22][CH:23]=[CH:24][CH:25]=4)=[CH:16][C:17]=3[C:18]3[C:10]2=[CH:9][CH:8]=[C:7]([C:1]2[CH:6]=[CH:5][CH:4]=[CH:3][CH:2]=2)[CH:19]=3)[CH:30]=[CH:31][CH:32]=1, predict the reactants needed to synthesize it. The reactants are: [C:1]1([C:7]2[CH:8]=[CH:9][C:10]3[NH:11][C:12]4[C:17]([C:18]=3[CH:19]=2)=[CH:16][C:15]([C:20]2[CH:25]=[CH:24][CH:23]=[CH:22][CH:21]=2)=[CH:14][CH:13]=4)[CH:6]=[CH:5][CH:4]=[CH:3][CH:2]=1.[Br:26][C:27]1[CH:32]=[CH:31][CH:30]=[C:29](I)[CH:28]=1.C(=O)([O-])[O-].[K+].[K+]. (2) Given the product [CH2:5]([CH:4]1[CH2:3][CH:7]1[OH:6])[CH2:11][CH2:10][C:9]#[CH:8], predict the reactants needed to synthesize it. The reactants are: N#N.[CH2:3]1[CH2:7][O:6][CH2:5][CH2:4]1.[CH2:8]([Li])[CH2:9][CH2:10][CH2:11]CC.C1(O)CC1. (3) Given the product [NH2:8][C:6]1[CH:5]=[C:4]([F:11])[C:3]([C:12]([CH3:17])([CH3:18])[C:13]([O:15][CH3:16])=[O:14])=[C:2]([F:1])[CH:7]=1, predict the reactants needed to synthesize it. The reactants are: [F:1][C:2]1[CH:7]=[C:6]([N+:8]([O-])=O)[CH:5]=[C:4]([F:11])[C:3]=1[C:12]([CH3:18])([CH3:17])[C:13]([O:15][CH3:16])=[O:14]. (4) Given the product [C:1]([O:5][C:6]([NH:8][CH:9]([C:13]([CH3:17])([CH3:16])[CH:14]=[CH2:15])[C:10]([O:12][CH3:18])=[O:11])=[O:7])([CH3:4])([CH3:3])[CH3:2], predict the reactants needed to synthesize it. The reactants are: [C:1]([O:5][C:6]([NH:8][CH:9]([C:13]([CH3:17])([CH3:16])[CH:14]=[CH2:15])[C:10]([OH:12])=[O:11])=[O:7])([CH3:4])([CH3:3])[CH3:2].[C:18](=O)(O)[O-].[Na+].CI.O. (5) Given the product [Cl:1][C:2]1[CH:7]=[C:6]([NH:13][C:14]2[CH:19]=[CH:18][CH:17]=[CH:16][C:15]=2[S:20]([CH:23]([CH3:25])[CH3:24])(=[O:22])=[O:21])[C:5]([C:9]([F:12])([F:11])[F:10])=[CH:4][N:3]=1, predict the reactants needed to synthesize it. The reactants are: [Cl:1][C:2]1[CH:7]=[C:6](I)[C:5]([C:9]([F:12])([F:11])[F:10])=[CH:4][N:3]=1.[NH2:13][C:14]1[CH:19]=[CH:18][CH:17]=[CH:16][C:15]=1[S:20]([CH:23]([CH3:25])[CH3:24])(=[O:22])=[O:21].CC1(C)C2C(=C(P(C3C=CC=CC=3)C3C=CC=CC=3)C=CC=2)OC2C(P(C3C=CC=CC=3)C3C=CC=CC=3)=CC=CC1=2.C(=O)([O-])[O-].[Cs+].[Cs+]. (6) The reactants are: Br[C:2](Br)=[CH:3][C:4]1[CH:9]=[CH:8][CH:7]=[C:6]([CH3:10])[C:5]=1[NH2:11].[C:13]1(B(O)O)[CH:18]=[CH:17][CH:16]=[CH:15][CH:14]=1.[O-]P([O-])([O-])=O.[K+].[K+].[K+].O. Given the product [CH3:10][C:6]1[CH:7]=[CH:8][CH:9]=[C:4]2[C:5]=1[NH:11][C:2]([C:13]1[CH:18]=[CH:17][CH:16]=[CH:15][CH:14]=1)=[CH:3]2, predict the reactants needed to synthesize it.